From a dataset of Catalyst prediction with 721,799 reactions and 888 catalyst types from USPTO. Predict which catalyst facilitates the given reaction. Reactant: [C:1]([C:5]1[O:9][N:8]=[C:7]([C:10]2[CH:15]=[C:14]([O:16][CH:17]3[CH2:22][CH2:21][O:20][CH2:19][CH2:18]3)[C:13]([CH:23]3[CH2:25][CH2:24]3)=[CH:12][N:11]=2)[N:6]=1)([CH3:4])([CH3:3])[CH3:2].C1C=C(Cl)C=C(C(OO)=[O:34])C=1. Product: [C:1]([C:5]1[O:9][N:8]=[C:7]([C:10]2[CH:15]=[C:14]([O:16][CH:17]3[CH2:22][CH2:21][O:20][CH2:19][CH2:18]3)[C:13]([CH:23]3[CH2:25][CH2:24]3)=[CH:12][N+:11]=2[O-:34])[N:6]=1)([CH3:4])([CH3:2])[CH3:3]. The catalyst class is: 2.